Task: Predict the product of the given reaction.. Dataset: Forward reaction prediction with 1.9M reactions from USPTO patents (1976-2016) Given the reactants FC1C=C(F)C=CC=1[CH2:4][N:5]1[C:10](=[O:11])[CH:9]=[CH:8][C:7]([CH2:12][C:13]2[C:21]3[C:16](=[CH:17][CH:18]=[C:19]([F:22])[CH:20]=3)[N:15]([CH2:23][C:24]([O:26][CH3:27])=[O:25])[C:14]=2[CH3:28])=[CH:6]1.[F:34][C:35]1[CH:36]=[C:37]([CH:40]=[C:41]([F:43])[CH:42]=1)CBr.[I-].[Na+], predict the reaction product. The product is: [F:34][C:35]1[CH:36]=[C:37]([CH:40]=[C:41]([F:43])[CH:42]=1)[CH2:4][N:5]1[C:10](=[O:11])[CH:9]=[CH:8][C:7]([CH2:12][C:13]2[C:21]3[C:16](=[CH:17][CH:18]=[C:19]([F:22])[CH:20]=3)[N:15]([CH2:23][C:24]([O:26][CH3:27])=[O:25])[C:14]=2[CH3:28])=[CH:6]1.